From a dataset of Experimentally validated miRNA-target interactions with 360,000+ pairs, plus equal number of negative samples. Binary Classification. Given a miRNA mature sequence and a target amino acid sequence, predict their likelihood of interaction. (1) The miRNA is mmu-miR-6970-3p with sequence UCACGCCACCCACCCUGUGCU. Result: 0 (no interaction). The protein sequence of the target gene is MRQLCRGRVLGISVAIAHGVFSGSLNILLKFLISRYQFSFLTLVQCLTSSTAALSLELLRRLGLIAVPPFGLSLARSFAGVAVLSTLQSSLTLWSLRGLSLPMYVVFKRCLPLVTMLIGVLVLKNGAPSPGVLAAVLITTCGAALAGAGDLTGDPIGYVTGVLAVLVHAAYLVLIQKASADTEHGPLTAQYVIAVSATPLLVICSFASTDSIHAWTFPGWKDPAMVSIFVACILIGCAMNFTTLHCTYINSAVTTSFVGVVKSIATITVGMVAFSDVEPTSLFIAGVVVNTLGSIIYCVA.... (2) The miRNA is cel-miR-48-5p with sequence UGAGGUAGGCUCAGUAGAUGCGA. The protein sequence of the target gene is MTPASGATASLGRLRARPRSRWDAAYLPAVAAVCVARASHVPNGTLRFGVCKARRTMRPLPRRIEVRTKRGPQRPAAPERSPQPRLPPSRHPSRRGPRRHLSGCSAPACRIPTGCRCPCGRPS. Result: 0 (no interaction).